This data is from Peptide-MHC class I binding affinity with 185,985 pairs from IEDB/IMGT. The task is: Regression. Given a peptide amino acid sequence and an MHC pseudo amino acid sequence, predict their binding affinity value. This is MHC class I binding data. (1) The binding affinity (normalized) is 0. The MHC is HLA-A32:01 with pseudo-sequence HLA-A32:01. The peptide sequence is FPVKPQVPLR. (2) The peptide sequence is QEIQLLAAV. The MHC is HLA-B45:01 with pseudo-sequence HLA-B45:01. The binding affinity (normalized) is 0.800. (3) The peptide sequence is LELAEITAE. The MHC is HLA-B39:01 with pseudo-sequence HLA-B39:01. The binding affinity (normalized) is 0.0847. (4) The peptide sequence is KQLDIQYLK. The MHC is HLA-B15:01 with pseudo-sequence HLA-B15:01. The binding affinity (normalized) is 0.0847.